Dataset: Acute oral toxicity (LD50) regression data from Zhu et al.. Task: Regression/Classification. Given a drug SMILES string, predict its toxicity properties. Task type varies by dataset: regression for continuous values (e.g., LD50, hERG inhibition percentage) or binary classification for toxic/non-toxic outcomes (e.g., AMES mutagenicity, cardiotoxicity, hepatotoxicity). Dataset: ld50_zhu. (1) The compound is CCCCCCCCCCCCOC(CBr)c1ccc(C(C)C)cc1. The rat oral LD50 is 3.22, given as -log10 of the dose in mol/kg body weight (higher means more acutely toxic). (2) The drug is COCC(=O)N(c1c(C)cccc1C)N1CCOC1=O. The rat oral LD50 is 2.17, given as -log10 of the dose in mol/kg body weight (higher means more acutely toxic). (3) The molecule is CON=CC1=CCCN(OC(=O)Nc2ccc(Cl)cc2)C1. The rat oral LD50 is 2.79, given as -log10 of the dose in mol/kg body weight (higher means more acutely toxic). (4) The compound is COCC(C)OC(C)=O. The rat oral LD50 is 1.19, given as -log10 of the dose in mol/kg body weight (higher means more acutely toxic). (5) The molecule is Cc1ccc([N+](=O)[O-])cc1. The rat oral LD50 is 1.84, given as -log10 of the dose in mol/kg body weight (higher means more acutely toxic). (6) The rat oral LD50 is 2.35, given as -log10 of the dose in mol/kg body weight (higher means more acutely toxic). The compound is C=CC(=O)OCCC[Si](OC)(OC)OC. (7) The compound is ClC(Cl)C(Cl)C(Cl)C(Cl)Cl. The rat oral LD50 is 2.82, given as -log10 of the dose in mol/kg body weight (higher means more acutely toxic).